Dataset: Forward reaction prediction with 1.9M reactions from USPTO patents (1976-2016). Task: Predict the product of the given reaction. Given the reactants [CH2:1]([O:3][C:4]([C:6]1([CH2:20]I)[CH2:10][CH2:9][N:8]([C:11](=[O:19])[C:12]2[CH:17]=[CH:16][C:15]([Cl:18])=[CH:14][CH:13]=2)[CH2:7]1)=[O:5])[CH3:2].[OH:22][C:23]1[CH:28]=[CH:27][C:26]([C:29]2[CH:34]=[CH:33][C:32]([C:35]#[N:36])=[CH:31][CH:30]=2)=[CH:25][CH:24]=1, predict the reaction product. The product is: [CH2:1]([O:3][C:4]([C:6]1([CH2:20][O:22][C:23]2[CH:24]=[CH:25][C:26]([C:29]3[CH:34]=[CH:33][C:32]([C:35]#[N:36])=[CH:31][CH:30]=3)=[CH:27][CH:28]=2)[CH2:10][CH2:9][N:8]([C:11](=[O:19])[C:12]2[CH:17]=[CH:16][C:15]([Cl:18])=[CH:14][CH:13]=2)[CH2:7]1)=[O:5])[CH3:2].